Dataset: Forward reaction prediction with 1.9M reactions from USPTO patents (1976-2016). Task: Predict the product of the given reaction. (1) Given the reactants O[CH2:2][C@@H:3]1[N:7]([CH3:8])[C:6](=[O:9])[CH2:5][CH2:4]1.[Cl:10][C:11]1[CH:19]=[CH:18][CH:17]=[C:16]2[C:12]=1[C:13]([C:20]([NH:22][CH2:23][CH:24]1[CH2:29][CH2:28][C:27]([F:31])([F:30])[CH2:26][CH2:25]1)=[O:21])=[CH:14][NH:15]2.C(C=P(CCCC)(CCCC)CCCC)#N, predict the reaction product. The product is: [Cl:10][C:11]1[CH:19]=[CH:18][CH:17]=[C:16]2[C:12]=1[C:13]([C:20]([NH:22][CH2:23][CH:24]1[CH2:29][CH2:28][C:27]([F:30])([F:31])[CH2:26][CH2:25]1)=[O:21])=[CH:14][N:15]2[CH2:2][C@H:3]1[CH2:4][CH2:5][C:6](=[O:9])[N:7]1[CH3:8]. (2) Given the reactants [NH:1]([C:8]1[NH:13][C:12](=O)[C:11]([Cl:15])=[CH:10][N:9]=1)[C:2]1[CH:7]=[CH:6][CH:5]=[CH:4][CH:3]=1.[Cl-:16], predict the reaction product. The product is: [Cl:16][C:12]1[C:11]([Cl:15])=[CH:10][N:9]=[C:8]([NH:1][C:2]2[CH:7]=[CH:6][CH:5]=[CH:4][CH:3]=2)[N:13]=1. (3) Given the reactants Br[C:2]1[CH:7]=[CH:6][C:5]([C:8]([N:10]2[CH2:15][CH2:14][O:13][CH2:12][CH2:11]2)=[O:9])=[C:4]([N+:16]([O-:18])=[O:17])[CH:3]=1.CC1(C)C(C)(C)OB([C:27]2[CH:28]=[CH:29][C:30]3[N:31]([CH:33]=[CH:34][N:35]=3)[N:32]=2)O1.[O-]P([O-])([O-])=O.[K+].[K+].[K+], predict the reaction product. The product is: [N:35]1[CH:34]=[CH:33][N:31]2[C:30]=1[CH:29]=[CH:28][C:27]([C:2]1[CH:7]=[CH:6][C:5]([C:8]([N:10]3[CH2:15][CH2:14][O:13][CH2:12][CH2:11]3)=[O:9])=[C:4]([N+:16]([O-:18])=[O:17])[CH:3]=1)=[N:32]2.